Dataset: Full USPTO retrosynthesis dataset with 1.9M reactions from patents (1976-2016). Task: Predict the reactants needed to synthesize the given product. (1) Given the product [CH3:23][O:22][N:21]([CH3:20])[C:10]([C:3]1[C:4]2[C:9](=[CH:8][CH:7]=[CH:6][CH:5]=2)[NH:1][CH:2]=1)=[O:12], predict the reactants needed to synthesize it. The reactants are: [NH:1]1[C:9]2[C:4](=[CH:5][CH:6]=[CH:7][CH:8]=2)[C:3]([C:10]([OH:12])=O)=[CH:2]1.C(Cl)(=O)C(Cl)=O.Cl.[CH3:20][NH:21][O:22][CH3:23].C(N(CC)CC)C. (2) Given the product [Cl:1][C:2]1[CH:7]=[CH:6][C:5]([NH:8][C:9]2[C:18]3[C:13](=[C:14]([NH:20][C:34]([C:31]4[C:27]5[N:28]=[CH:29][N:30]=[C:25]([NH:24][CH:21]6[CH2:22][CH2:23]6)[C:26]=5[S:33][CH:32]=4)=[O:35])[C:15]([CH3:19])=[CH:16][CH:17]=3)[CH:12]=[CH:11][N:10]=2)=[CH:4][CH:3]=1, predict the reactants needed to synthesize it. The reactants are: [Cl:1][C:2]1[CH:7]=[CH:6][C:5]([NH:8][C:9]2[C:18]3[CH:17]=[CH:16][C:15]([CH3:19])=[C:14]([NH2:20])[C:13]=3[CH:12]=[CH:11][N:10]=2)=[CH:4][CH:3]=1.[CH:21]1([NH:24][C:25]2[C:26]3[S:33][CH:32]=[C:31]([C:34](O)=[O:35])[C:27]=3[N:28]=[CH:29][N:30]=2)[CH2:23][CH2:22]1. (3) The reactants are: [C:1]([O:5][C:6]([N:8]1[CH2:12][C@@H:11]([O:13][CH3:14])[CH2:10][C@H:9]1[C:15]1[NH:16][C:17]([C:20]2[CH:25]=[CH:24][C:23](Br)=[CH:22][CH:21]=2)=[CH:18][N:19]=1)=[O:7])([CH3:4])([CH3:3])[CH3:2].[B:27]1([B:27]2[O:31][C:30]([CH3:33])([CH3:32])[C:29]([CH3:35])([CH3:34])[O:28]2)[O:31][C:30]([CH3:33])([CH3:32])[C:29]([CH3:35])([CH3:34])[O:28]1.C([O-])(=O)C.[K+]. Given the product [C:1]([O:5][C:6]([N:8]1[CH2:12][C@@H:11]([O:13][CH3:14])[CH2:10][C@H:9]1[C:15]1[NH:19][CH:18]=[C:17]([C:20]2[CH:25]=[CH:24][C:23]([B:27]3[O:31][C:30]([CH3:33])([CH3:32])[C:29]([CH3:35])([CH3:34])[O:28]3)=[CH:22][CH:21]=2)[N:16]=1)=[O:7])([CH3:4])([CH3:3])[CH3:2], predict the reactants needed to synthesize it.